Dataset: Reaction yield outcomes from USPTO patents with 853,638 reactions. Task: Predict the reaction yield, written as a fraction of the theoretical maximum amount of product (1.0 means a 100% yield; for example, 0.34 means a 34% yield). (1) The reactants are [Br:1][C:2]1[CH:7]=[CH:6][C:5](OB(O)O)=[CH:4][CH:3]=1.[C:12]1(=[O:17])[CH2:16][CH2:15][CH:14]=[CH:13]1.C(=O)(O)[O-].[Na+]. The catalyst is O1CCOCC1.O.C/C(/O)=C/C(C)=O.C=C.C=C.[Rh].C1C=CC(P(C2C=CC3C(=CC=CC=3)C=2C2C3C(=CC=CC=3)C=CC=2P(C2C=CC=CC=2)C2C=CC=CC=2)C2C=CC=CC=2)=CC=1. The product is [Br:1][C:2]1[CH:7]=[CH:6][C:5]([C@@H:14]2[CH2:15][CH2:16][C:12](=[O:17])[CH2:13]2)=[CH:4][CH:3]=1. The yield is 0.910. (2) The reactants are [Si:1]([O:18][CH2:19][C@@H:20]1[CH2:24][CH2:23][C:22](=O)[N:21]1[C:26]([O:28][C:29]([CH3:32])([CH3:31])[CH3:30])=[O:27])([C:14]([CH3:17])([CH3:16])[CH3:15])([C:8]1[CH:13]=[CH:12][CH:11]=[CH:10][CH:9]=1)[C:2]1[CH:7]=[CH:6][CH:5]=[CH:4][CH:3]=1.C([BH-](CC)CC)C.[Li+].CCN(C(C)C)C(C)C.FC(F)(F)C(OC(=O)C(F)(F)F)=O. The catalyst is CN(C1C=CN=CC=1)C.C1(C)C=CC=CC=1. The product is [Si:1]([O:18][CH2:19][C@@H:20]1[CH2:24][CH:23]=[CH:22][N:21]1[C:26]([O:28][C:29]([CH3:32])([CH3:31])[CH3:30])=[O:27])([C:14]([CH3:16])([CH3:17])[CH3:15])([C:8]1[CH:13]=[CH:12][CH:11]=[CH:10][CH:9]=1)[C:2]1[CH:7]=[CH:6][CH:5]=[CH:4][CH:3]=1. The yield is 0.820. (3) The reactants are [H-].[Na+].[CH:3]1([OH:8])[CH2:7][CH2:6][CH2:5][CH2:4]1.[Cl:9][C:10]1[CH:11]=[C:12]2[C:21](=[C:22]3[C:27]=1[CH:26]=[CH:25][CH:24]=[N:23]3)[NH:20][S:19](=[O:29])(=[O:28])[C:18]1[C:13]2=[CH:14][C:15](F)=[CH:16][CH:17]=1.OS([O-])(=O)=O.[K+]. The catalyst is CN1C(=O)CCC1. The product is [Cl:9][C:10]1[CH:11]=[C:12]2[C:21](=[C:22]3[C:27]=1[CH:26]=[CH:25][CH:24]=[N:23]3)[NH:20][S:19](=[O:29])(=[O:28])[C:18]1[C:13]2=[CH:14][C:15]([O:8][CH:3]2[CH2:7][CH2:6][CH2:5][CH2:4]2)=[CH:16][CH:17]=1. The yield is 0.200. (4) The product is [C:1]([C:3]1[C:4]([C:16]2[CH:21]=[CH:20][C:19]([C:22]3[CH:27]=[CH:26][CH:25]=[CH:24][C:23]=3[C:28]#[N:29])=[CH:18][CH:17]=2)=[C:5]([C:11]([OH:13])=[O:12])[N:6]([CH3:10])[C:7]=1[CH2:8][CH3:9])#[N:2]. The catalyst is CO. The yield is 0.922. The reactants are [C:1]([C:3]1[C:4]([C:16]2[CH:21]=[CH:20][C:19]([C:22]3[CH:27]=[CH:26][CH:25]=[CH:24][C:23]=3[C:28]#[N:29])=[CH:18][CH:17]=2)=[C:5]([C:11]([O:13]CC)=[O:12])[N:6]([CH3:10])[C:7]=1[CH2:8][CH3:9])#[N:2].C1COCC1.[Li+].[OH-].C. (5) The reactants are O=[C:2]1[C:10]2[C:5](=[CH:6][CH:7]=[CH:8][CH:9]=2)[C:4](=O)[N:3]1[CH2:12][CH2:13][CH2:14][C@H:15]([N:18](C)[C:19](=O)OCC1C=CC=CC=1)[CH2:16][OH:17].[H][H]. The catalyst is CO.[Pd]. The product is [OH:17][CH2:16][C@@H:15]([NH:18][CH3:19])[CH2:14][CH2:13][CH2:12][N:3]1[CH2:2][C:10]2[C:5](=[CH:6][CH:7]=[CH:8][CH:9]=2)[CH2:4]1. The yield is 0.970. (6) The reactants are Br[C:2]1[CH:7]=[CH:6][C:5]([S:8]([CH2:11][CH2:12][CH3:13])(=[O:10])=[O:9])=[CH:4][CH:3]=1.[CH3:14][C@@H:15]1[CH2:19][CH2:18][CH2:17][N:16]1[CH2:20][CH2:21][C:22]1[CH:27]=[CH:26][C:25](B(O)O)=[CH:24][CH:23]=1. No catalyst specified. The product is [CH3:14][C@@H:15]1[CH2:19][CH2:18][CH2:17][N:16]1[CH2:20][CH2:21][C:22]1[CH:27]=[CH:26][C:25]([C:2]2[CH:7]=[CH:6][C:5]([S:8]([CH2:11][CH2:12][CH3:13])(=[O:10])=[O:9])=[CH:4][CH:3]=2)=[CH:24][CH:23]=1. The yield is 0.520. (7) The reactants are O=[C:2]([CH:4]=[C:5]([CH3:7])[CH3:6])[CH3:3].[OH2:8].O.O.O.O.O.O.O.[OH-].[Ba+2].[OH-].O[CH2:20][CH2:21][C:22](=O)[CH3:23]. The catalyst is [Cl-].C([N+](CC)(CC)CC)C1C=CC=CC=1. The product is [CH3:23][C:22]1[CH2:3][CH2:2][C:4](=[C:5]([CH3:7])[CH3:6])[C:20](=[O:8])[CH:21]=1. The yield is 0.620.